From a dataset of Full USPTO retrosynthesis dataset with 1.9M reactions from patents (1976-2016). Predict the reactants needed to synthesize the given product. Given the product [CH3:25][O:24][C:7]1[CH:6]=[CH:5][C:4]2[N:3]=[C:2]([NH:30][C:29]3[CH:28]=[C:27]([F:26])[C:33]([F:34])=[C:32]([F:35])[CH:31]=3)[C:11]3=[N:12][NH:13][CH:14]=[C:10]3[C:9]=2[CH:8]=1, predict the reactants needed to synthesize it. The reactants are: Cl[C:2]1[C:11]2=[N:12][N:13](CC3C=CC(OC)=CC=3)[CH:14]=[C:10]2[C:9]2[CH:8]=[C:7]([O:24][CH3:25])[CH:6]=[CH:5][C:4]=2[N:3]=1.[F:26][C:27]1[CH:28]=[C:29]([CH:31]=[C:32]([F:35])[C:33]=1[F:34])[NH2:30].Cl.